Dataset: Reaction yield outcomes from USPTO patents with 853,638 reactions. Task: Predict the reaction yield, written as a fraction of the theoretical maximum amount of product (1.0 means a 100% yield; for example, 0.34 means a 34% yield). (1) The reactants are [CH:1]1([Mg]Br)[CH2:4][CH2:3][CH2:2]1.Br[C:8]1[CH:17]=[CH:16][C:11]([C:12]([O:14][CH3:15])=[O:13])=[C:10]([CH2:18][CH3:19])[CH:9]=1. The catalyst is C1COCC1.[Zn+2].[Br-].[Br-].C1C=CC(P(C2C=CC=CC=2)[C-]2C=CC=C2)=CC=1.C1C=CC(P(C2C=CC=CC=2)[C-]2C=CC=C2)=CC=1.Cl[Pd]Cl.[Fe+2]. The product is [CH:1]1([C:8]2[CH:17]=[CH:16][C:11]([C:12]([O:14][CH3:15])=[O:13])=[C:10]([CH2:18][CH3:19])[CH:9]=2)[CH2:4][CH2:3][CH2:2]1. The yield is 0.990. (2) The reactants are [F:1][C:2]([F:20])([F:19])[O:3][C:4]1[CH:9]=[CH:8][C:7]([N:10]2[CH2:15][CH2:14][N:13]([C:16](Cl)=[O:17])[CH2:12][CH2:11]2)=[CH:6][CH:5]=1.C(N(CC)C(C)C)(C)C.[Cl:30][C:31]1[N:32]([CH2:39][C@:40]([OH:44])([CH3:43])[CH2:41][OH:42])[CH:33]=[C:34]([N+:36]([O-:38])=[O:37])[N:35]=1. The catalyst is CN(C)C1C=CN=CC=1.C1(C)C=CC=CC=1.C(OCC)(=O)C. The product is [F:1][C:2]([F:20])([F:19])[O:3][C:4]1[CH:9]=[CH:8][C:7]([N:10]2[CH2:15][CH2:14][N:13]([C:16]([O:42][CH2:41][C@@:40]([OH:44])([CH3:43])[CH2:39][N:32]3[CH:33]=[C:34]([N+:36]([O-:38])=[O:37])[N:35]=[C:31]3[Cl:30])=[O:17])[CH2:12][CH2:11]2)=[CH:6][CH:5]=1. The yield is 0.920. (3) The reactants are [CH3:1][O:2][C:3]1[CH:4]=[CH:5][C:6]2[C:10]([O:11][C:12]3[CH:17]=[CH:16][C:15](/[CH:18]=[CH:19]/[C:20](=[O:22])[CH3:21])=[CH:14][CH:13]=3)=[CH:9][S:8][C:7]=2[CH:23]=1.I[C:25]1[CH:30]=[CH:29][CH:28]=[CH:27][C:26]=1[CH:31]([CH3:33])[CH3:32].CC(C)(C)C(O)=O.C(=O)([O-])[O-].[K+].[K+]. The catalyst is CC(N(C)C)=O. The product is [CH:31]([C:26]1[CH:27]=[CH:28][CH:29]=[CH:30][C:25]=1[C:9]1[S:8][C:7]2[CH:23]=[C:3]([O:2][CH3:1])[CH:4]=[CH:5][C:6]=2[C:10]=1[O:11][C:12]1[CH:13]=[CH:14][C:15](/[CH:18]=[CH:19]/[C:20](=[O:22])[CH3:21])=[CH:16][CH:17]=1)([CH3:33])[CH3:32]. The yield is 0.580. (4) The reactants are [F:1][C:2]([F:22])([F:21])[C:3]1([O:16][Si](C)(C)C)[CH2:8][CH2:7][N:6]([C:9]([O:11][C:12]([CH3:15])([CH3:14])[CH3:13])=[O:10])[CH2:5][CH2:4]1.C(=O)([O-])[O-].[K+].[K+]. The catalyst is CO. The product is [OH:16][C:3]1([C:2]([F:22])([F:1])[F:21])[CH2:4][CH2:5][N:6]([C:9]([O:11][C:12]([CH3:15])([CH3:13])[CH3:14])=[O:10])[CH2:7][CH2:8]1. The yield is 0.140. (5) The reactants are [CH2:1]([C@@H:8]1[C@@H:16]([O:17][CH2:18][CH:19](O)[CH3:20])[C@H:15]([CH3:22])[O:14][C:13](=[O:23])[C@@H:12]([NH:24][C:25](=[O:35])[C:26]2[C:31]([OH:32])=[C:30]([O:33][CH3:34])[CH:29]=[CH:28][N:27]=2)[CH2:11][O:10][CH2:9]1)[C:2]1[CH:7]=[CH:6][CH:5]=[CH:4][CH:3]=1.Cl[C:37]([O:39][CH:40]([CH3:42])[CH3:41])=[O:38].[CH2:43](Cl)Cl. The catalyst is CN(C1C=CN=CC=1)C. The product is [C:37](=[O:38])([O:39][CH:40]([CH3:42])[CH3:41])[O:32][C:31]1[C:26]([C:25](=[O:35])[NH:24][C@H:12]2[CH2:11][O:10][CH2:9][C@H:8]([CH2:1][C:2]3[CH:7]=[CH:6][CH:5]=[CH:4][CH:3]=3)[C@@H:16]([O:17][CH2:18][CH:19]([CH3:20])[CH3:43])[C@H:15]([CH3:22])[O:14][C:13]2=[O:23])=[N:27][CH:28]=[CH:29][C:30]=1[O:33][CH3:34]. The yield is 0.440. (6) The reactants are [CH3:1][C:2]1[CH:3]=[C:4]([CH:8]=[CH:9][C:10]=1[C:11]([N:13]1[CH2:17][CH2:16][CH2:15][CH2:14]1)=[O:12])[C:5]([OH:7])=O.CN(C(ON1N=NC2C=CC=CC1=2)=[N+](C)C)C.[B-](F)(F)(F)F.C(N(C(C)C)CC)(C)C.[Cl:49][C:50]1[CH:67]=[CH:66][C:53]2[NH:54][C:55]([CH:57]([NH2:65])[CH2:58][N:59]3[CH2:64][CH2:63][CH2:62][CH2:61][CH2:60]3)=[N:56][C:52]=2[CH:51]=1.ClCl. The catalyst is O1CCCC1.ClCCl.C(O)C. The product is [Cl:49][C:50]1[CH:67]=[CH:66][C:53]2[NH:54][C:55]([CH:57]([NH:65][C:5](=[O:7])[C:4]3[CH:8]=[CH:9][C:10]([C:11]([N:13]4[CH2:17][CH2:16][CH2:15][CH2:14]4)=[O:12])=[C:2]([CH3:1])[CH:3]=3)[CH2:58][N:59]3[CH2:64][CH2:63][CH2:62][CH2:61][CH2:60]3)=[N:56][C:52]=2[CH:51]=1. The yield is 0.410. (7) The reactants are Br[C:2]1[CH:3]=[N:4][C:5](C2C=CC=CC=2)=[N:6][CH:7]=1.[C:14]([O:18][C:19]([N:21]1[CH2:26][CH2:25][CH:24]([NH2:27])[CH2:23][CH2:22]1)=[O:20])([CH3:17])([CH3:16])[CH3:15].C(N(CC)C(=O)C1C(=CC=CC=1)O)C.[O-]P([O-])([O-])=O.[K+].[K+].[K+]. The catalyst is CN(C=O)C.[Cu]I. The product is [C:14]([O:18][C:19]([N:21]1[CH2:26][CH2:25][CH:24]([NH:27][C:2]2[CH:7]=[N:6][CH:5]=[N:4][CH:3]=2)[CH2:23][CH2:22]1)=[O:20])([CH3:17])([CH3:15])[CH3:16]. The yield is 0.380.